This data is from Catalyst prediction with 721,799 reactions and 888 catalyst types from USPTO. The task is: Predict which catalyst facilitates the given reaction. (1) Reactant: CS(O[CH2:6][C:7]1[CH:8]=[N:9][C:10]([O:14][C:15]2[CH:20]=[CH:19][C:18]([F:21])=[C:17]([F:22])[CH:16]=2)=[C:11]([F:13])[CH:12]=1)(=O)=O.[F-].[CH2:24]([N+:28](CCCC)(CCCC)CCCC)CCC.C[Si](C#N)(C)C. Product: [F:22][C:17]1[CH:16]=[C:15]([CH:20]=[CH:19][C:18]=1[F:21])[O:14][C:10]1[N:9]=[CH:8][C:7]([CH2:6][C:24]#[N:28])=[CH:12][C:11]=1[F:13]. The catalyst class is: 10. (2) Reactant: Cl[C:2]1[CH:15]=[CH:14][C:13]2[S:12][C:11]3[C:6](=[CH:7][CH:8]=[CH:9][CH:10]=3)[C:5](=[O:16])[C:4]=2[CH:3]=1.[C:17]1([SH:23])[CH:22]=[CH:21][CH:20]=[CH:19][CH:18]=1.[OH-].[K+]. Product: [C:17]1([S:23][C:2]2[CH:15]=[CH:14][C:13]3[S:12][C:11]4[C:6](=[CH:7][CH:8]=[CH:9][CH:10]=4)[C:5](=[O:16])[C:4]=3[CH:3]=2)[CH:22]=[CH:21][CH:20]=[CH:19][CH:18]=1. The catalyst class is: 9. (3) Reactant: [Br:1][C:2]1[CH:3]=[CH:4][C:5]([Cl:11])=[C:6]([CH:10]=1)[C:7](Cl)=[O:8].[O:12]1[C:16]2[CH:17]=[CH:18][CH:19]=[CH:20][C:15]=2[CH2:14][CH2:13]1.[Cl-].[Cl-].[Cl-].[Al+3]. Product: [Br:1][C:2]1[CH:3]=[CH:4][C:5]([Cl:11])=[C:6]([C:7]([C:19]2[CH:18]=[CH:17][C:16]3[O:12][CH2:13][CH2:14][C:15]=3[CH:20]=2)=[O:8])[CH:10]=1. The catalyst class is: 4.